This data is from Forward reaction prediction with 1.9M reactions from USPTO patents (1976-2016). The task is: Predict the product of the given reaction. (1) Given the reactants Br[C:2]1[C:3]([F:19])=[CH:4][C:5]2[O:14][CH2:13][CH2:12][C:11]3[S:10][C:9]([C:15]([NH2:17])=[O:16])=[N:8][C:7]=3[C:6]=2[CH:18]=1.[CH3:20][C:21]([OH:26])([C:24]#[CH:25])[CH2:22][OH:23], predict the reaction product. The product is: [OH:26][C:21]([CH3:20])([CH2:22][OH:23])[C:24]#[C:25][C:2]1[C:3]([F:19])=[CH:4][C:5]2[O:14][CH2:13][CH2:12][C:11]3[S:10][C:9]([C:15]([NH2:17])=[O:16])=[N:8][C:7]=3[C:6]=2[CH:18]=1. (2) The product is: [Cl:35][C:36]1[CH:37]=[C:38]([N:26]2[CH2:28][CH2:16][CH:15]([C:14]([O:5][CH2:1][CH3:2])=[O:45])[CH2:20][CH2:21]2)[CH:39]=[CH:40][CH:41]=1. Given the reactants [C:1]([O-:5])(C)(C)[CH3:2].[Na+].C1(P(C2CCCCC2)[C:14]2C=CC=[CH:16][C:15]=2[C:20]2C=CC=C[C:21]=2[N:26]([CH3:28])C)CCCCC1.[Cl:35][C:36]1[CH:37]=[C:38](Br)[CH:39]=[CH:40][CH:41]=1.C(OCC)(=[O:45])C, predict the reaction product.